This data is from Full USPTO retrosynthesis dataset with 1.9M reactions from patents (1976-2016). The task is: Predict the reactants needed to synthesize the given product. (1) The reactants are: Cl.[CH3:2][S:3]([C:6]1[CH:11]=[CH:10][C:9]([CH2:12][C@@H:13]([NH:15][CH2:16][CH2:17][CH3:18])[CH3:14])=[CH:8][CH:7]=1)(=[O:5])=[O:4].C(N(CC)CC)C.[C:26]([O:30][C:31]([N:33]1[CH2:39][CH2:38][C:37](=[O:40])[N:36]([CH2:41][CH2:42][CH2:43][CH:44]=O)[CH2:35][CH2:34]1)=[O:32])([CH3:29])([CH3:28])[CH3:27].C(O[BH-](OC(=O)C)OC(=O)C)(=O)C.[Na+]. Given the product [C:26]([O:30][C:31]([N:33]1[CH2:39][CH2:38][C:37](=[O:40])[N:36]([CH2:41][CH2:42][CH2:43][CH2:44][N:15]([C@@H:13]([CH3:14])[CH2:12][C:9]2[CH:10]=[CH:11][C:6]([S:3]([CH3:2])(=[O:5])=[O:4])=[CH:7][CH:8]=2)[CH2:16][CH2:17][CH3:18])[CH2:35][CH2:34]1)=[O:32])([CH3:27])([CH3:28])[CH3:29], predict the reactants needed to synthesize it. (2) Given the product [CH3:24][C:10]1[CH:11]=[C:12]([C:14]2[CH:19]=[CH:18][C:17]([C:20]([F:23])([F:22])[F:21])=[CH:16][CH:15]=2)[CH:13]=[C:8]([C:4]2[CH:5]=[CH:6][CH:7]=[C:2]([C:27]3[CH:26]=[N:25][CH:30]=[CH:29][CH:28]=3)[CH:3]=2)[N:9]=1, predict the reactants needed to synthesize it. The reactants are: Br[C:2]1[CH:3]=[C:4]([C:8]2[CH:13]=[C:12]([C:14]3[CH:19]=[CH:18][C:17]([C:20]([F:23])([F:22])[F:21])=[CH:16][CH:15]=3)[CH:11]=[C:10]([CH3:24])[N:9]=2)[CH:5]=[CH:6][CH:7]=1.[N:25]1[CH:30]=[CH:29][CH:28]=[C:27](B(O)O)[CH:26]=1. (3) Given the product [S:2](=[O:3])(=[O:4])([O:29][C:26]1[CH:27]=[CH:28][C:23]([C:21]2[CH:20]=[C:19]([NH:30][C:31]3[CH:36]=[CH:35][C:34]([O:37][C:38]4[CH:43]=[CH:42][N:41]=[C:40]([C:44]([F:46])([F:47])[F:45])[CH:39]=4)=[CH:33][CH:32]=3)[N:18]=[C:17]([NH2:16])[N:22]=2)=[CH:24][CH:25]=1)[NH2:5], predict the reactants needed to synthesize it. The reactants are: Cl[S:2]([N:5]=C=O)(=[O:4])=[O:3].C(O)=O.S(Cl)(=O)(=O)N.[NH2:16][C:17]1[N:22]=[C:21]([C:23]2[CH:28]=[CH:27][C:26]([OH:29])=[CH:25][CH:24]=2)[CH:20]=[C:19]([NH:30][C:31]2[CH:36]=[CH:35][C:34]([O:37][C:38]3[CH:43]=[CH:42][N:41]=[C:40]([C:44]([F:47])([F:46])[F:45])[CH:39]=3)=[CH:33][CH:32]=2)[N:18]=1. (4) The reactants are: CC(C)([O-])C.[K+].[CH2:7]([C:14]([CH2:19][OH:20])([CH2:17]O)[CH2:15][OH:16])[C:8]1[CH:13]=[CH:12][CH:11]=[CH:10][CH:9]=1.C(=O)(OCC)OCC. Given the product [CH2:7]([C:14]1([CH2:15][OH:16])[CH2:17][O:20][CH2:19]1)[C:8]1[CH:9]=[CH:10][CH:11]=[CH:12][CH:13]=1, predict the reactants needed to synthesize it.